This data is from Peptide-MHC class II binding affinity with 134,281 pairs from IEDB. The task is: Regression. Given a peptide amino acid sequence and an MHC pseudo amino acid sequence, predict their binding affinity value. This is MHC class II binding data. (1) The peptide sequence is GVAGLLVALAV. The MHC is DRB1_0101 with pseudo-sequence DRB1_0101. The binding affinity (normalized) is 0.541. (2) The peptide sequence is NFRFMSKGGMRNVFDEVIPT. The MHC is DRB5_0101 with pseudo-sequence DRB5_0101. The binding affinity (normalized) is 0.877. (3) The peptide sequence is SEMFMPRSIGGPVSS. The MHC is HLA-DQA10303-DQB10402 with pseudo-sequence HLA-DQA10303-DQB10402. The binding affinity (normalized) is 0.763. (4) The peptide sequence is SQDLELSWNLNGLQAY. The MHC is DRB1_0901 with pseudo-sequence DRB1_0901. The binding affinity (normalized) is 0.440.